Dataset: Reaction yield outcomes from USPTO patents with 853,638 reactions. Task: Predict the reaction yield, written as a fraction of the theoretical maximum amount of product (1.0 means a 100% yield; for example, 0.34 means a 34% yield). (1) The reactants are [NH2:1][C:2]1[CH:7]=[CH:6][C:5]([CH2:8][OH:9])=[CH:4][CH:3]=1.[Br:10][CH:11]([CH3:15])[C:12](Cl)=[O:13]. No catalyst specified. The product is [Br:10][CH:11]([CH3:15])[C:12]([NH:1][C:2]1[CH:7]=[CH:6][C:5]([CH2:8][OH:9])=[CH:4][CH:3]=1)=[O:13]. The yield is 0.990. (2) The reactants are Cl.C[O:3][C:4](=[O:39])[C:5]1[CH:10]=[CH:9][C:8]([CH2:11][O:12][C:13]2[CH:18]=[CH:17][C:16]([CH2:19][C@H:20]([NH2:38])[C:21]3[N:22]([CH2:34][CH2:35][CH2:36][CH3:37])[CH:23]=[C:24]([C:26]4[CH:31]=[CH:30][C:29]([Cl:32])=[CH:28][C:27]=4[Cl:33])[N:25]=3)=[CH:15][CH:14]=2)=[CH:7][CH:6]=1.[C:40](O)(=[O:44])[CH:41]([CH3:43])[CH3:42]. No catalyst specified. The product is [CH2:34]([N:22]1[CH:23]=[C:24]([C:26]2[CH:31]=[CH:30][C:29]([Cl:32])=[CH:28][C:27]=2[Cl:33])[N:25]=[C:21]1[C@@H:20]([NH:38][C:40](=[O:44])[CH:41]([CH3:43])[CH3:42])[CH2:19][C:16]1[CH:17]=[CH:18][C:13]([O:12][CH2:11][C:8]2[CH:9]=[CH:10][C:5]([C:4]([OH:3])=[O:39])=[CH:6][CH:7]=2)=[CH:14][CH:15]=1)[CH2:35][CH2:36][CH3:37]. The yield is 0.620. (3) The reactants are [CH3:1][C:2]1[N:7]=[C:6]([S:8][CH2:9][CH2:10][OH:11])[CH:5]=[CH:4][C:3]=1[N+:12]([O-])=O. The catalyst is [Zn].C(O)(=O)C. The product is [NH2:12][C:3]1[CH:4]=[CH:5][C:6]([S:8][CH2:9][CH2:10][OH:11])=[N:7][C:2]=1[CH3:1]. The yield is 0.330. (4) The reactants are S([O-])([O-])(=O)=O.[Na+].[Na+].[NH2:8][C:9]1[CH:10]=[C:11]2[C:16](=[CH:17][CH:18]=1)[N:15]=[CH:14][CH:13]=[CH:12]2.[O:19]=[CH:20][C:21](Cl)(Cl)Cl.Cl.NO.S(=O)(=O)(O)[OH:29]. The catalyst is Cl.C(O)C.O. The yield is 0.460. The product is [C:21]1(=[O:29])[C:10]2=[C:11]3[C:16](=[CH:17][CH:18]=[C:9]2[NH:8][C:20]1=[O:19])[N:15]=[CH:14][CH:13]=[CH:12]3.